From a dataset of Forward reaction prediction with 1.9M reactions from USPTO patents (1976-2016). Predict the product of the given reaction. (1) Given the reactants COC1N=C(O[C:10]2[CH:15]=[CH:14][CH:13]=[C:12](OC3N=C(OC)C=C(OC)N=3)[C:11]=2[C:27]([O-:29])=[O:28])N=C(OC)C=1.[Na+].CO[C:35]1[N:40]=[C:39]([O:41]C2C=CC=C([O:41][C:39]3[N:40]=[C:35](OC)[CH:36]=[C:37](OC)[N:38]=3)C=2C(ON=C(C2C=CC=CC=2)C2C=CC=CC=2)=O)[N:38]=[C:37](OC)[CH:36]=1.CC1OC(=O)C2C(SC3N=C(OC)C=C(OC)N=3)=CC=CC1=2.C/C(/C1C=CC=C(OC2N=C(OC)C=C(OC)N=2)C=1C(OC)=O)=N/OC.COCC1C=CC=C(C(O)C2N=C(OC)C=C(OC)N=2)C=1NS(C(F)F)(=O)=O.CN(S(C(F)F)(=O)=O)C1C(F)=CC=CC=1C(C1N=C(OC)N=C(OC)N=1)=O, predict the reaction product. The product is: [C:27]([O:29][O:41][C:39]1[N:40]=[CH:35][CH:36]=[CH:37][N:38]=1)(=[O:28])[C:11]1[CH:10]=[CH:15][CH:14]=[CH:13][CH:12]=1. (2) Given the reactants [NH2:1][C:2]1[CH:7]=[CH:6][C:5](Br)=[CH:4][N:3]=1.[B:9]1([B:9]2[O:13][C:12]([CH3:15])([CH3:14])[C:11]([CH3:17])([CH3:16])[O:10]2)[O:13][C:12]([CH3:15])([CH3:14])[C:11]([CH3:17])([CH3:16])[O:10]1.C([O-])(=O)C.[K+], predict the reaction product. The product is: [CH3:16][C:11]1([CH3:17])[C:12]([CH3:15])([CH3:14])[O:13][B:9]([C:5]2[CH:6]=[CH:7][C:2]([NH2:1])=[N:3][CH:4]=2)[O:10]1. (3) Given the reactants [C:1]([C:4]1[CH:33]=[CH:32][C:7]([O:8][CH2:9][C:10]2[CH:15]=[CH:14][C:13]([CH:16]([O:25][CH:26]3CCCCO3)[C:17]3[CH:18]=[C:19]([CH:22]=[CH:23][CH:24]=3)[C:20]#[N:21])=[CH:12][CH:11]=2)=[C:6]([CH2:34][CH2:35][CH3:36])[C:5]=1[OH:37])(=[O:3])[CH3:2].OCC1C=CC(C(OC)C2C=C(C=CC=2)C#N)=CC=1, predict the reaction product. The product is: [C:1]([C:4]1[CH:33]=[CH:32][C:7]([O:8][CH2:9][C:10]2[CH:11]=[CH:12][C:13]([CH:16]([O:25][CH3:26])[C:17]3[CH:18]=[C:19]([CH:22]=[CH:23][CH:24]=3)[C:20]#[N:21])=[CH:14][CH:15]=2)=[C:6]([CH2:34][CH2:35][CH3:36])[C:5]=1[OH:37])(=[O:3])[CH3:2]. (4) Given the reactants [ClH:1].O1CCOCC1.O[C:9]1([C:23]2[CH:28]=[CH:27][C:26]([O:29][CH3:30])=[CH:25][CH:24]=2)[CH2:15][CH2:14][CH2:13][N:12](C(OC(C)(C)C)=O)[CH2:11][CH2:10]1, predict the reaction product. The product is: [ClH:1].[CH3:30][O:29][C:26]1[CH:25]=[CH:24][C:23]([C:9]2[CH2:15][CH2:14][CH2:13][NH:12][CH2:11][CH:10]=2)=[CH:28][CH:27]=1. (5) Given the reactants [CH2:1]([S:14]([O:17][CH2:18][C:19]([CH3:32])([CH3:31])[C@@H:20]([O:23][CH2:24][C:25]1[CH:30]=[CH:29][CH:28]=[CH:27][CH:26]=1)[CH:21]=[O:22])(=[O:16])=[O:15])[CH2:2][CH2:3][S:4]([O:7][C:8]1[CH:13]=[CH:12][CH:11]=[CH:10][CH:9]=1)(=[O:6])=[O:5].CC(C)=[O:35], predict the reaction product. The product is: [CH2:24]([O:23][C@H:20]([C:19]([CH3:32])([CH3:31])[CH2:18][O:17][S:14]([CH2:1][CH2:2][CH2:3][S:4]([O:7][C:8]1[CH:9]=[CH:10][CH:11]=[CH:12][CH:13]=1)(=[O:6])=[O:5])(=[O:15])=[O:16])[C:21]([OH:35])=[O:22])[C:25]1[CH:26]=[CH:27][CH:28]=[CH:29][CH:30]=1. (6) Given the reactants C(OC(=O)N[CH:8]1[CH2:13][CH2:12][N:11]([C:14]2[C:15]3[CH:22]=[C:21]([I:23])[N:20]([S:24]([C:27]4[CH:32]=[CH:31][CH:30]=[CH:29][CH:28]=4)(=[O:26])=[O:25])[C:16]=3[N:17]=[CH:18][N:19]=2)[CH2:10][CH2:9]1)(C)(C)C.[C:34](#[N:36])C.C(=O)([O-])[O-:38].[K+].[K+].CN1C=C(B2O[C:52](C)(C)[C:51]([CH3:57])([CH3:56])[O:50]2)C=N1, predict the reaction product. The product is: [C:27]1([S:24]([N:20]2[C:16]3[N:17]=[CH:18][N:19]=[C:14]([N:11]4[CH2:10][CH2:9][N:36]([C:34]([O:50][C:51]([CH3:57])([CH3:56])[CH3:52])=[O:38])[C@H:13]([CH3:8])[CH2:12]4)[C:15]=3[CH:22]=[C:21]2[I:23])(=[O:26])=[O:25])[CH:28]=[CH:29][CH:30]=[CH:31][CH:32]=1. (7) Given the reactants [F:1][C:2]1([F:17])[C:7](O)([OH:8])[CH2:6][CH2:5][N:4]([C:10]([O:12][C:13]([CH3:16])([CH3:15])[CH3:14])=[O:11])[CH2:3]1.[BH4-].[Na+].Cl.C([O-])(O)=O.[Na+], predict the reaction product. The product is: [F:17][C:2]1([F:1])[CH:7]([OH:8])[CH2:6][CH2:5][N:4]([C:10]([O:12][C:13]([CH3:15])([CH3:14])[CH3:16])=[O:11])[CH2:3]1. (8) The product is: [CH3:1][O:2][C:3]1[CH:8]=[CH:7][C:6]([C@@H:9]2[C@@H:14]([O:15][CH2:16][C:17]3[CH:18]=[CH:19][C:20]4[O:25][CH2:24][CH2:23][N:22]([CH2:26][CH2:27][CH2:28][O:29][CH3:30])[C:21]=4[CH:31]=3)[CH2:13][N:12]([S:32]([C:35]3[CH:40]=[CH:39][C:38]([CH3:41])=[CH:37][CH:36]=3)(=[O:34])=[O:33])[C@@H:11]([CH2:42][C:43]([CH3:47])([CH3:46])[CH2:44][NH:48][CH:49]3[CH2:54][CH2:53][O:52][CH2:51][CH2:50]3)[CH2:10]2)=[CH:5][CH:4]=1. Given the reactants [CH3:1][O:2][C:3]1[CH:8]=[CH:7][C:6]([C@@H:9]2[C@@H:14]([O:15][CH2:16][C:17]3[CH:18]=[CH:19][C:20]4[O:25][CH2:24][CH2:23][N:22]([CH2:26][CH2:27][CH2:28][O:29][CH3:30])[C:21]=4[CH:31]=3)[CH2:13][N:12]([S:32]([C:35]3[CH:40]=[CH:39][C:38]([CH3:41])=[CH:37][CH:36]=3)(=[O:34])=[O:33])[C@@H:11]([CH2:42][C:43]([CH3:47])([CH3:46])[CH:44]=O)[CH2:10]2)=[CH:5][CH:4]=1.[NH2:48][CH:49]1[CH2:54][CH2:53][O:52][CH2:51][CH2:50]1, predict the reaction product. (9) Given the reactants [Br:1][C:2]1[CH:3]=[C:4]2[C:9](=[CH:10][CH:11]=1)[N:8]=[CH:7][C:6]([C:12](=[O:14])[CH3:13])=[C:5]2Cl.[NH2:16][C@H:17]1[CH2:22][CH2:21][C@H:20]([NH:23][C:24](=[O:30])[O:25][C:26]([CH3:29])([CH3:28])[CH3:27])[CH2:19][CH2:18]1, predict the reaction product. The product is: [C:12]([C:6]1[CH:7]=[N:8][C:9]2[C:4]([C:5]=1[NH:16][C@H:17]1[CH2:22][CH2:21][C@H:20]([NH:23][C:24](=[O:30])[O:25][C:26]([CH3:28])([CH3:27])[CH3:29])[CH2:19][CH2:18]1)=[CH:3][C:2]([Br:1])=[CH:11][CH:10]=2)(=[O:14])[CH3:13].